From a dataset of Forward reaction prediction with 1.9M reactions from USPTO patents (1976-2016). Predict the product of the given reaction. (1) Given the reactants [O:1]1[C:5]2[CH2:6][CH2:7][CH2:8][C:9](=[O:10])[C:4]=2[CH:3]=[CH:2]1.C(O)C, predict the reaction product. The product is: [O:1]1[C:5]2=[CH:6][CH:7]=[CH:8][C:9]([OH:10])=[C:4]2[CH:3]=[CH:2]1. (2) Given the reactants [O:1]1[CH:5]=[CH:4][C:3](/[CH:6]=[CH:7]/[C:8]([OH:10])=[O:9])=[CH:2]1.[H][H], predict the reaction product. The product is: [O:1]1[CH2:5][CH2:4][CH:3]([CH2:6][CH2:7][C:8]([OH:10])=[O:9])[CH2:2]1.